This data is from Catalyst prediction with 721,799 reactions and 888 catalyst types from USPTO. The task is: Predict which catalyst facilitates the given reaction. (1) Reactant: C(NC(C)C)(C)C.[Li]CCCC.C(OP([CH:21]([CH2:27][C:28]([O:30][C:31]([CH3:34])([CH3:33])[CH3:32])=[O:29])[C:22]([O:24][CH2:25][CH3:26])=[O:23])(OCC)=O)C.[CH2:35]([O:42][C:43]1[CH:44]=[C:45]([CH:48]=[CH:49][CH:50]=1)[CH:46]=O)[C:36]1[CH:41]=[CH:40][CH:39]=[CH:38][CH:37]=1. Product: [CH2:35]([O:42][C:43]1[CH:44]=[C:45]([CH:48]=[CH:49][CH:50]=1)/[CH:46]=[C:21](\[CH2:27][C:28]([O:30][C:31]([CH3:32])([CH3:33])[CH3:34])=[O:29])/[C:22]([O:24][CH2:25][CH3:26])=[O:23])[C:36]1[CH:37]=[CH:38][CH:39]=[CH:40][CH:41]=1. The catalyst class is: 220. (2) Reactant: [O:1]=[C:2]1[C:10]([C:11]([OH:13])=O)=[C:5]2[CH2:6][O:7][CH2:8][CH2:9][N:4]2[N:3]1[C:14]1[CH:19]=[CH:18][CH:17]=[CH:16][CH:15]=1.[NH2:20][C:21]1[CH:36]=[CH:35][C:24]([O:25][C:26]2[CH:31]=[CH:30][N:29]=[C:28]([C:32]([NH2:34])=[O:33])[CH:27]=2)=[CH:23][CH:22]=1.C1C=NC2N(O)N=NC=2C=1.CCN=C=NCCCN(C)C. Product: [C:32]([C:28]1[CH:27]=[C:26]([O:25][C:24]2[CH:35]=[CH:36][C:21]([NH:20][C:11]([C:10]3[C:2](=[O:1])[N:3]([C:14]4[CH:19]=[CH:18][CH:17]=[CH:16][CH:15]=4)[N:4]4[CH2:9][CH2:8][O:7][CH2:6][C:5]=34)=[O:13])=[CH:22][CH:23]=2)[CH:31]=[CH:30][N:29]=1)(=[O:33])[NH2:34]. The catalyst class is: 2. (3) Reactant: Br[C:2]1[CH:3]=[C:4]([C@@H:8]([NH:12][C:13](=[O:19])[O:14][C:15]([CH3:18])([CH3:17])[CH3:16])[CH2:9][CH:10]=[CH2:11])[CH:5]=[CH:6][CH:7]=1.CC1(C)C[O:25][B:24](B2OCC(C)(C)CO2)[O:23]C1.CC([O-])=O.[K+]. Product: [C:15]([O:14][C:13]([NH:12][C@H:8]([C:4]1[CH:3]=[C:2]([B:24]([OH:25])[OH:23])[CH:7]=[CH:6][CH:5]=1)[CH2:9][CH:10]=[CH2:11])=[O:19])([CH3:18])([CH3:17])[CH3:16]. The catalyst class is: 368. (4) Product: [F:77][C:71]1[C:72]([F:76])=[CH:73][CH:74]=[CH:75][C:70]=1[CH2:69][S:68][C:62]1[N:61]=[C:60]([NH:18][S:14]([N:11]2[CH2:12][CH2:13][N:8]([CH2:7][C:4]3[CH:5]=[CH:6][N:1]=[CH:2][CH:3]=3)[CH2:9][CH2:10]2)(=[O:16])=[O:15])[CH:65]=[C:64]([O:66][CH3:67])[N:63]=1. The catalyst class is: 102. Reactant: [N:1]1[CH:6]=[CH:5][C:4]([CH2:7][N:8]2[CH2:13][CH2:12][NH:11][CH2:10][CH2:9]2)=[CH:3][CH:2]=1.[S:14]([NH2:18])(N)(=[O:16])=[O:15].C1(P(C2CCCCC2)C2C=CC=CC=2C2C(C(C)C)=CC(C(C)C)=CC=2C(C)C)CCCCC1.C(=O)([O-])[O-].[Cs+].[Cs+].Cl[C:60]1[CH:65]=[C:64]([O:66][CH3:67])[N:63]=[C:62]([S:68][CH2:69][C:70]2[CH:75]=[CH:74][CH:73]=[C:72]([F:76])[C:71]=2[F:77])[N:61]=1.